This data is from Forward reaction prediction with 1.9M reactions from USPTO patents (1976-2016). The task is: Predict the product of the given reaction. (1) Given the reactants [NH2:1][C:2]1[CH:9]=[CH:8][CH:7]=[C:6]([O:10][C@@H:11]2[CH2:15][CH2:14][CH2:13][C@H:12]2[CH3:16])[C:3]=1[C:4]#[N:5].[S:17](Cl)(=[O:20])(=[O:19])[NH2:18].C(O)C.[OH-].[Na+], predict the reaction product. The product is: [NH2:5][C:4]1[C:3]2[C:6]([O:10][C@@H:11]3[CH2:15][CH2:14][CH2:13][C@H:12]3[CH3:16])=[CH:7][CH:8]=[CH:9][C:2]=2[NH:1][S:17](=[O:20])(=[O:19])[N:18]=1. (2) Given the reactants [NH4+].[Cl-].[F:3][C:4]1[CH:9]=[CH:8][C:7]([N+:10]([O-])=O)=[CH:6][C:5]=1[CH2:13][N:14]([CH3:16])[CH3:15], predict the reaction product. The product is: [CH3:16][N:14]([CH2:13][C:5]1[CH:6]=[C:7]([CH:8]=[CH:9][C:4]=1[F:3])[NH2:10])[CH3:15].